This data is from Full USPTO retrosynthesis dataset with 1.9M reactions from patents (1976-2016). The task is: Predict the reactants needed to synthesize the given product. (1) The reactants are: [C:1](Cl)(=[O:19])[CH2:2][CH2:3][CH2:4][CH2:5][CH2:6][CH2:7][CH2:8]/[CH:9]=[CH:10]\[CH2:11][CH2:12][CH2:13][CH2:14][CH2:15][CH2:16][CH2:17][CH3:18].[CH2:21](O)[CH2:22][CH2:23][CH2:24][CH2:25][CH3:26].C(N(CC)CC)C.[OH2:35]. Given the product [C:1]([O:19][CH2:21][CH2:22][CH2:23][CH2:24][CH2:25][CH3:26])(=[O:35])[CH2:2][CH2:3][CH2:4][CH2:5][CH2:6][CH2:7][CH2:8]/[CH:9]=[CH:10]\[CH2:11][CH2:12][CH2:13][CH2:14][CH2:15][CH2:16][CH2:17][CH3:18], predict the reactants needed to synthesize it. (2) The reactants are: [NH:1]1[C:9]2[C:4](=[CH:5][CH:6]=[CH:7][CH:8]=2)[CH2:3][C:2]1=[O:10].[Li+].C[Si]([N-][Si](C)(C)C)(C)C.[C:21]1([C:30]2[C:25](=[CH:26][CH:27]=[CH:28][CH:29]=2)[CH:24]([CH2:31][C:32]([OH:34])=[O:33])[O:23]1)=O. Given the product [O:10]=[C:2]1[C:3](=[C:21]2[C:30]3[C:25](=[CH:26][CH:27]=[CH:28][CH:29]=3)[CH:24]([CH2:31][C:32]([OH:34])=[O:33])[O:23]2)[C:4]2[C:9](=[CH:8][CH:7]=[CH:6][CH:5]=2)[NH:1]1, predict the reactants needed to synthesize it. (3) Given the product [S:8]1[C:9]2[CH:14]=[CH:13][CH:12]=[CH:11][C:10]=2[C:6]([C:58]2[CH:59]=[C:54]([C@@H:24]3[O:25][C@H:26]([CH2:45][O:46][CH2:47][C:48]4[CH:53]=[CH:52][CH:51]=[CH:50][CH:49]=4)[C@@H:27]([O:37][CH2:38][C:39]4[CH:40]=[CH:41][CH:42]=[CH:43][CH:44]=4)[C@H:28]([O:29][CH2:30][C:31]4[CH:36]=[CH:35][CH:34]=[CH:33][CH:32]=4)[C@H:23]3[O:22][CH2:15][C:16]3[CH:17]=[CH:18][CH:19]=[CH:20][CH:21]=3)[CH:55]=[CH:56][CH:57]=2)=[CH:7]1, predict the reactants needed to synthesize it. The reactants are: COB([C:6]1[C:10]2[CH:11]=[CH:12][CH:13]=[CH:14][C:9]=2[S:8][CH:7]=1)OC.[CH2:15]([O:22][C@@H:23]1[C@@H:28]([O:29][CH2:30][C:31]2[CH:36]=[CH:35][CH:34]=[CH:33][CH:32]=2)[C@H:27]([O:37][CH2:38][C:39]2[CH:44]=[CH:43][CH:42]=[CH:41][CH:40]=2)[C@@H:26]([CH2:45][O:46][CH2:47][C:48]2[CH:53]=[CH:52][CH:51]=[CH:50][CH:49]=2)[O:25][C@H:24]1[C:54]1[CH:59]=[CH:58][CH:57]=[C:56](S(C(F)(F)F)(=O)=O)[CH:55]=1)[C:16]1[CH:21]=[CH:20][CH:19]=[CH:18][CH:17]=1.C(=O)(O)[O-].[Na+].C(OCC)(=O)C. (4) Given the product [C:7]([O:11][C:12](=[O:23])[NH:13][CH2:14][CH2:15][C:16]1[CH:21]=[CH:20][C:19]([O:22][C:30]2[CH:38]=[CH:37][C:33]([C:34](=[O:35])[NH2:36])=[CH:32][N:31]=2)=[CH:18][CH:17]=1)([CH3:10])([CH3:8])[CH3:9], predict the reactants needed to synthesize it. The reactants are: CC(C)([O-])C.[K+].[C:7]([O:11][C:12](=[O:23])[NH:13][CH2:14][CH2:15][C:16]1[CH:21]=[CH:20][C:19]([OH:22])=[CH:18][CH:17]=1)([CH3:10])([CH3:9])[CH3:8].O1CCCC1.Cl[C:30]1[CH:38]=[CH:37][C:33]([C:34]([NH2:36])=[O:35])=[CH:32][N:31]=1.